Dataset: Full USPTO retrosynthesis dataset with 1.9M reactions from patents (1976-2016). Task: Predict the reactants needed to synthesize the given product. (1) Given the product [Cl:1][C:2]1[CH:3]=[CH:4][C:5]([CH2:6][NH:7][C:8]([C:10]2[C:11](=[O:28])[C:12]3[S:19][C:18]([CH2:20][N:32]([CH2:33][CH:34]([OH:35])[C:36]4[CH:37]=[N:38][CH:39]=[CH:40][CH:41]=4)[CH3:31])=[C:17]([CH2:22][O:23][CH2:24][CH2:25][O:26][CH3:27])[C:13]=3[N:14]([CH3:16])[CH:15]=2)=[O:9])=[CH:29][CH:30]=1, predict the reactants needed to synthesize it. The reactants are: [Cl:1][C:2]1[CH:30]=[CH:29][C:5]([CH2:6][NH:7][C:8]([C:10]2[C:11](=[O:28])[C:12]3[S:19][C:18]([CH2:20]Cl)=[C:17]([CH2:22][O:23][CH2:24][CH2:25][O:26][CH3:27])[C:13]=3[N:14]([CH3:16])[CH:15]=2)=[O:9])=[CH:4][CH:3]=1.[CH3:31][NH:32][CH2:33][CH:34]([C:36]1[CH:37]=[N:38][CH:39]=[CH:40][CH:41]=1)[OH:35].C(N(C(C)C)CC)(C)C. (2) The reactants are: [N:1]1([CH2:6][C:7]2[CH:23]=[CH:22][C:10]([CH2:11][N:12]3[CH:20]=[C:19]4[C:14]([N:15]=[CH:16][N:17]=[C:18]4Cl)=[N:13]3)=[CH:9][CH:8]=2)[CH:5]=[CH:4][CH:3]=[N:2]1.[CH3:24][O:25][C:26]1[CH:27]=[C:28]([CH2:32][NH2:33])[CH:29]=[CH:30][CH:31]=1. Given the product [CH3:24][O:25][C:26]1[CH:27]=[C:28]([CH2:32][NH:33][C:18]2[C:19]3[C:14](=[N:13][N:12]([CH2:11][C:10]4[CH:22]=[CH:23][C:7]([CH2:6][N:1]5[CH:5]=[CH:4][CH:3]=[N:2]5)=[CH:8][CH:9]=4)[CH:20]=3)[N:15]=[CH:16][N:17]=2)[CH:29]=[CH:30][CH:31]=1, predict the reactants needed to synthesize it. (3) The reactants are: [OH:1][CH2:2][C@H:3]1[O:8][CH2:7][CH2:6][N:5]([C:9]([O:11][C:12]([CH3:15])([CH3:14])[CH3:13])=[O:10])[CH2:4]1.[H-].[Na+].Cl[C:19]1[C:24]2=[N:25][CH:26]=[CH:27][N:28]=[C:23]2[CH:22]=[C:21]([Cl:29])[N:20]=1. Given the product [Cl:29][C:21]1[N:20]=[C:19]([O:1][CH2:2][C@H:3]2[O:8][CH2:7][CH2:6][N:5]([C:9]([O:11][C:12]([CH3:15])([CH3:14])[CH3:13])=[O:10])[CH2:4]2)[C:24]2=[N:25][CH:26]=[CH:27][N:28]=[C:23]2[CH:22]=1, predict the reactants needed to synthesize it. (4) Given the product [Cl:43][CH2:44][CH2:45][NH:46][C:39]([C:19]1[N:20]=[C:21](/[CH:23]=[CH:24]/[C:25]2[CH:30]=[CH:29][C:28]([N:31]3[CH:35]=[C:34]([CH3:36])[N:33]=[CH:32]3)=[C:27]([O:37][CH3:38])[CH:26]=2)[NH:22][C:18]=1[C:15]1[CH:16]=[CH:17][C:12]([F:11])=[CH:13][CH:14]=1)=[O:41], predict the reactants needed to synthesize it. The reactants are: C1C=CC2N(O)N=NC=2C=1.[F:11][C:12]1[CH:17]=[CH:16][C:15]([C:18]2[NH:22][C:21](/[CH:23]=[CH:24]/[C:25]3[CH:30]=[CH:29][C:28]([N:31]4[CH:35]=[C:34]([CH3:36])[N:33]=[CH:32]4)=[C:27]([O:37][CH3:38])[CH:26]=3)=[N:20][C:19]=2[C:39]([OH:41])=O)=[CH:14][CH:13]=1.Cl.[Cl:43][CH2:44][CH2:45][NH2:46].C(N(C(C)C)CC)(C)C.O.C(=O)(O)[O-].[Na+].